Dataset: Reaction yield outcomes from USPTO patents with 853,638 reactions. Task: Predict the reaction yield, written as a fraction of the theoretical maximum amount of product (1.0 means a 100% yield; for example, 0.34 means a 34% yield). (1) The reactants are [Cl:1][C:2]1[CH:3]=[C:4]([OH:8])[CH:5]=[CH:6][CH:7]=1.CN(C)C=O.C(=O)([O-])[O-].[K+].[K+].Cl[CH2:21][C:22]1[CH:32]=[CH:31][CH:30]=[CH:29][C:23]=1[C:24]([Cl:28])=[N:25][O:26][CH3:27]. The catalyst is CCOCC. The product is [Cl:1][C:2]1[CH:3]=[C:4]([CH:5]=[CH:6][CH:7]=1)[O:8][CH2:21][C:22]1[CH:32]=[CH:31][CH:30]=[CH:29][C:23]=1[C:24]([Cl:28])=[N:25][O:26][CH3:27]. The yield is 0.912. (2) The reactants are [CH3:1][O:2][C:3]1[CH:23]=[CH:22][C:6]([CH2:7][N:8]2[C:17]3[C:12](=[CH:13][C:14](B(O)O)=[CH:15][CH:16]=3)[CH:11]=[CH:10][C:9]2=[O:21])=[CH:5][CH:4]=1.N1C=CC=CC=1.[C:30]([C:34]1[CH:38]=[C:37]([C:39]([O:41][CH2:42][CH3:43])=[O:40])[NH:36][N:35]=1)([CH3:33])([CH3:32])[CH3:31].B(O)O. The catalyst is C(Cl)Cl.CC([O-])=O.CC([O-])=O.[Cu+2]. The product is [CH3:1][O:2][C:3]1[CH:23]=[CH:22][C:6]([CH2:7][N:8]2[C:17]3[C:12](=[CH:13][C:14]([N:36]4[C:37]([C:39]([O:41][CH2:42][CH3:43])=[O:40])=[CH:38][C:34]([C:30]([CH3:31])([CH3:33])[CH3:32])=[N:35]4)=[CH:15][CH:16]=3)[CH:11]=[CH:10][C:9]2=[O:21])=[CH:5][CH:4]=1. The yield is 0.940. (3) The reactants are [CH3:1][O:2][C:3](=[O:21])[C:4]1[CH:9]=[C:8]([O:10][CH2:11][CH2:12][CH2:13][N:14]2[CH2:19][CH2:18][CH2:17][CH2:16][CH2:15]2)[CH:7]=[CH:6][C:5]=1[NH2:20].N1C=CC=CC=1.[Cl:28][CH2:29][C:30]1[CH:31]=[C:32]([CH:36]=[CH:37][CH:38]=1)[C:33](O)=[O:34]. The yield is 0.930. The catalyst is C(Cl)Cl. The product is [CH3:1][O:2][C:3](=[O:21])[C:4]1[CH:9]=[C:8]([O:10][CH2:11][CH2:12][CH2:13][N:14]2[CH2:19][CH2:18][CH2:17][CH2:16][CH2:15]2)[CH:7]=[CH:6][C:5]=1[NH:20][C:33](=[O:34])[C:32]1[CH:36]=[CH:37][CH:38]=[C:30]([CH2:29][Cl:28])[CH:31]=1. (4) The reactants are [C:1]([O:7][C:8]([CH3:11])([CH3:10])[CH3:9])(=[O:6])[CH2:2][C:3]([CH3:5])=O.[Br:12][C:13]1[CH:14]=[C:15]([CH:18]=[CH:19][CH:20]=1)[CH:16]=O.[NH4+:21].[OH-:22]. The catalyst is CCO.C(Cl)Cl. The product is [Br:12][C:13]1[CH:14]=[C:15]([CH:16]2[C:2]([C:1]([O:7][C:8]([CH3:11])([CH3:10])[CH3:9])=[O:6])=[C:3]([CH3:5])[NH:21][C:3]([CH3:5])=[C:2]2[C:1]([O:7][C:8]([CH3:11])([CH3:10])[CH3:9])=[O:22])[CH:18]=[CH:19][CH:20]=1. The yield is 0.480. (5) The reactants are [Cl:1][C:2]1[CH:7]=[CH:6][C:5]([C:8]2[N:9]=[C:10]([NH:20][CH2:21][CH3:22])[S:11][C:12]=2[C:13]2[CH:18]=[CH:17][N:16]=[C:15](Cl)[N:14]=2)=[CH:4][C:3]=1[CH3:23].[Cl:24][C:25]1[CH:26]=[C:27]([NH2:39])[CH:28]=[CH:29][C:30]=1[O:31][CH2:32][CH2:33][N:34]1[CH2:38][CH2:37][CH2:36][CH2:35]1.Cl. The catalyst is C(O)C(F)(F)F. The product is [Cl:1][C:2]1[CH:7]=[CH:6][C:5]([C:8]2[N:9]=[C:10]([NH:20][CH2:21][CH3:22])[S:11][C:12]=2[C:13]2[CH:18]=[CH:17][N:16]=[C:15]([NH:39][C:27]3[CH:28]=[CH:29][C:30]([O:31][CH2:32][CH2:33][N:34]4[CH2:35][CH2:36][CH2:37][CH2:38]4)=[C:25]([Cl:24])[CH:26]=3)[N:14]=2)=[CH:4][C:3]=1[CH3:23]. The yield is 0.740. (6) The reactants are CS(O[C:6]1([CH2:23][CH3:24])[CH2:9][N:8]([CH:10]([C:17]2[CH:22]=[CH:21][CH:20]=[CH:19][CH:18]=2)[C:11]2[CH:16]=[CH:15][CH:14]=[CH:13][CH:12]=2)[CH2:7]1)(=O)=O.[CH3:25][NH:26][CH3:27]. The catalyst is C(O)(C)C. The product is [C:11]1([CH:10]([C:17]2[CH:22]=[CH:21][CH:20]=[CH:19][CH:18]=2)[N:8]2[CH2:9][C:6]([CH2:23][CH3:24])([N:26]([CH3:27])[CH3:25])[CH2:7]2)[CH:16]=[CH:15][CH:14]=[CH:13][CH:12]=1. The yield is 0.253. (7) The reactants are [CH3:1][O:2][C:3](=[O:22])[C:4]1[CH:9]=[C:8]([N+:10]([O-])=O)[C:7]([NH2:13])=[C:6]([F:14])[C:5]=1[NH:15][C:16]1[CH:21]=[CH:20][CH:19]=[CH:18][CH:17]=1.[CH:23](O)=O. The catalyst is C(O)C.[OH-].[OH-].[Pd+2]. The product is [CH3:1][O:2][C:3]([C:4]1[C:5]([NH:15][C:16]2[CH:21]=[CH:20][CH:19]=[CH:18][CH:17]=2)=[C:6]([F:14])[C:7]2[N:13]=[CH:23][NH:10][C:8]=2[CH:9]=1)=[O:22]. The yield is 0.860.